Dataset: HIV replication inhibition screening data with 41,000+ compounds from the AIDS Antiviral Screen. Task: Binary Classification. Given a drug SMILES string, predict its activity (active/inactive) in a high-throughput screening assay against a specified biological target. The compound is CC1(C)C2C=CC1C(=O)CC2. The result is 0 (inactive).